The task is: Predict the reaction yield, written as a fraction of the theoretical maximum amount of product (1.0 means a 100% yield; for example, 0.34 means a 34% yield).. This data is from Reaction yield outcomes from USPTO patents with 853,638 reactions. (1) The reactants are [O:1]1[C:5]2[CH:6]=[C:7]([OH:10])[CH:8]=[CH:9][C:4]=2[CH:3]=[CH:2]1.N1C=CC=CC=1.[O:17](S(C(F)(F)F)(=O)=O)[S:18]([C:21]([F:24])([F:23])[F:22])(=O)=[O:19]. The catalyst is ClCCl.O. The product is [F:22][C:21]([F:24])([F:23])[S:18]([O:10][C:7]1[CH:8]=[CH:9][C:4]2[CH:3]=[CH:2][O:1][C:5]=2[CH:6]=1)(=[O:19])=[O:17]. The yield is 0.880. (2) The reactants are [CH:1]1[C:9]2[C:8]3[CH:10]=[CH:11][CH:12]=[CH:13][C:7]=3[S:6][C:5]=2[C:4]([C:14]2[CH:19]=[C:18]([CH3:20])[CH:17]=[C:16]([C:21]3[C:26]4[S:27][C:28]5[CH:33]=[CH:32][CH:31]=[CH:30][C:29]=5[C:25]=4[CH:24]=[CH:23][CH:22]=3)[C:15]=2[OH:34])=[CH:3][CH:2]=1.C(Cl)Cl.C(N(CC)CC)C.[C:45](Cl)(=[O:48])[CH:46]=[CH2:47]. The catalyst is O. The product is [C:45]([O:34][C:15]1[C:16]([C:21]2[C:26]3[S:27][C:28]4[CH:33]=[CH:32][CH:31]=[CH:30][C:29]=4[C:25]=3[CH:24]=[CH:23][CH:22]=2)=[CH:17][C:18]([CH3:20])=[CH:19][C:14]=1[C:4]1[C:5]2[S:6][C:7]3[CH:13]=[CH:12][CH:11]=[CH:10][C:8]=3[C:9]=2[CH:1]=[CH:2][CH:3]=1)(=[O:48])[CH:46]=[CH2:47]. The yield is 0.570. (3) The reactants are Cl[C:2]1[C:11]2[C:6](=[CH:7][CH:8]=[C:9]([I:12])[CH:10]=2)[N:5]=[CH:4][N:3]=1.[CH2:13]1[C:21]2[C:16](=[CH:17][CH:18]=[CH:19][CH:20]=2)[CH2:15][NH:14]1.C(N(CC)CC)C.N1C2C(=CC=CC=2)C=NC=1. The catalyst is O1CCOCC1. The product is [CH2:13]1[C:21]2[C:16](=[CH:17][CH:18]=[CH:19][CH:20]=2)[CH2:15][N:14]1[C:2]1[C:11]2[C:6](=[CH:7][CH:8]=[C:9]([I:12])[CH:10]=2)[N:5]=[CH:4][N:3]=1. The yield is 0.930. (4) The reactants are [CH3:1][O:2][CH2:3][CH2:4][CH2:5][CH:6]1[CH2:11][CH2:10][CH2:9][NH:8][CH2:7]1.[F:12][C:13]([F:18])([F:17])[CH:14]1[CH2:16][O:15]1. The catalyst is O1CCCC1. The product is [F:12][C:13]([F:18])([F:17])[CH:14]([OH:15])[CH2:16][N:8]1[CH2:9][CH2:10][CH2:11][CH:6]([CH2:5][CH2:4][CH2:3][O:2][CH3:1])[CH2:7]1. The yield is 0.780. (5) The reactants are [C:1]([O:5][C:6]([N:8]1[CH2:12][CH:11]([NH:13]S(C2C=CC=CC=2[N+]([O-])=O)(=O)=O)[CH2:10][O:9]1)=[O:7])([CH3:4])([CH3:3])[CH3:2].C1(S)C=CC=CC=1.C([O-])([O-])=O.[K+].[K+].CO. The catalyst is CC#N. The product is [C:1]([O:5][C:6]([N:8]1[CH2:12][CH:11]([NH2:13])[CH2:10][O:9]1)=[O:7])([CH3:4])([CH3:2])[CH3:3]. The yield is 0.960. (6) The reactants are [C:1](=[O:15])([O:5][C:6]1[CH:11]=[CH:10][C:9]([N+:12]([O-:14])=[O:13])=[CH:8][CH:7]=1)[O:2][CH2:3]Cl.[I-:16].[Na+]. The catalyst is CC(C)=O. The product is [C:1](=[O:15])([O:5][C:6]1[CH:11]=[CH:10][C:9]([N+:12]([O-:14])=[O:13])=[CH:8][CH:7]=1)[O:2][CH2:3][I:16]. The yield is 0.890.